This data is from Catalyst prediction with 721,799 reactions and 888 catalyst types from USPTO. The task is: Predict which catalyst facilitates the given reaction. Reactant: [CH3:1][O:2][C:3]1[CH:4]=[C:5]([C:9]2[NH:14][C:13](=[S:15])[NH:12][C:11](=[O:16])[C:10]=2[C:17]#[N:18])[CH:6]=[CH:7][CH:8]=1.Br.[Cl:20][C:21]1[CH:22]=[C:23]([CH:26]=[CH:27][C:28]=1[Cl:29])[CH2:24][NH2:25].C(N([CH:36]([CH3:38])[CH3:37])CC)(C)C. Product: [Cl:20][C:21]1[CH:22]=[C:23]([CH:26]=[CH:27][C:28]=1[Cl:29])[CH2:24][NH:25][C:4]1[CH:3]=[C:8]([CH:38]=[CH:36][CH:37]=1)[CH2:7][S:15][C:13]1[NH:12][C:11](=[O:16])[C:10]([C:17]#[N:18])=[C:9]([C:5]2[CH:6]=[CH:7][CH:8]=[C:3]([O:2][CH3:1])[CH:4]=2)[N:14]=1. The catalyst class is: 14.